From a dataset of Full USPTO retrosynthesis dataset with 1.9M reactions from patents (1976-2016). Predict the reactants needed to synthesize the given product. (1) Given the product [C:1]1([C@H:11]2[CH2:12][C:13](=[O:14])[O:19][C:18]3[CH:27]=[CH:28][CH:29]=[CH:30][C:17]=3[CH2:16]2)[C:10]2[C:5](=[CH:6][CH:7]=[CH:8][CH:9]=2)[CH:4]=[CH:3][CH:2]=1, predict the reactants needed to synthesize it. The reactants are: [C:1]1(/[CH:11]=[CH:12]/[CH:13]=[O:14])[C:10]2[C:5](=[CH:6][CH:7]=[CH:8][CH:9]=2)[CH:4]=[CH:3][CH:2]=1.Br[CH2:16][C:17]1[CH:30]=[CH:29][CH:28]=[CH:27][C:18]=1[O:19][Si](C(C)(C)C)(C)C. (2) Given the product [CH3:1][O:2][C:3]([N:5]1[C@H:13]2[C@H:8]([C@:9]([O:23][C:24](=[O:36])[CH2:25][CH2:26][CH2:27][CH2:28][CH2:29][CH2:30][CH2:31][CH2:32][CH2:33][CH2:34][CH3:35])([C:14]#[C:15][C:16]3[CH:17]=[C:18]([CH3:22])[CH:19]=[CH:20][CH:21]=3)[CH2:10][CH2:11][CH2:12]2)[CH2:7][CH2:6]1)=[O:4], predict the reactants needed to synthesize it. The reactants are: [CH3:1][O:2][C:3]([N:5]1[C@@H:13]2[C@@H:8]([C@@:9]([OH:23])([C:14]#[C:15][C:16]3[CH:17]=[C:18]([CH3:22])[CH:19]=[CH:20][CH:21]=3)[CH2:10][CH2:11][CH2:12]2)[CH2:7][CH2:6]1)=[O:4].[C:24](O)(=[O:36])[CH2:25][CH2:26][CH2:27][CH2:28][CH2:29][CH2:30][CH2:31][CH2:32][CH2:33][CH2:34][CH3:35]. (3) Given the product [CH2:2]([O:4][C:5]([C:7]1[N:8]([CH2:23][C:24]2[C:25]3[CH:32]=[C:31]([F:33])[CH:30]=[CH:29][C:26]=3[S:27][CH:28]=2)[C:9]2[C:14]([C:15]=1[CH2:16][NH2:17])=[CH:13][C:12]([F:22])=[CH:11][CH:10]=2)=[O:6])[CH3:3], predict the reactants needed to synthesize it. The reactants are: Cl.[CH2:2]([O:4][C:5]([C:7]1[N:8]([CH2:23][C:24]2[C:25]3[CH:32]=[C:31]([F:33])[CH:30]=[CH:29][C:26]=3[S:27][CH:28]=2)[C:9]2[C:14]([C:15]=1[CH2:16][NH:17]C(OC)=O)=[CH:13][C:12]([F:22])=[CH:11][CH:10]=2)=[O:6])[CH3:3]. (4) Given the product [Br:1][C:2]1[CH:14]=[CH:13][C:5]2[O:6][C:7]([CH3:11])([CH3:12])[CH2:8][NH:9][C:4]=2[CH:3]=1, predict the reactants needed to synthesize it. The reactants are: [Br:1][C:2]1[CH:14]=[CH:13][C:5]2[O:6][C:7]([CH3:12])([CH3:11])[C:8](=O)[NH:9][C:4]=2[CH:3]=1. (5) Given the product [Cl:19][C:20]1[N:25]=[C:24]([C:9]2[C:8]([F:7])=[CH:13][N:12]=[C:11]([O:14][CH3:15])[CH:10]=2)[CH:23]=[CH:22][N:21]=1, predict the reactants needed to synthesize it. The reactants are: C(=O)([O-])[O-].[Na+].[Na+].[F:7][C:8]1[C:9](B(O)O)=[CH:10][C:11]([O:14][CH3:15])=[N:12][CH:13]=1.[Cl:19][C:20]1[N:25]=[C:24](Cl)[CH:23]=[CH:22][N:21]=1.O1CCOCC1.O. (6) The reactants are: [NH2:1][C:2]1[CH:7]=[C:6]([O:8][C:9]2[C:14]([F:15])=[CH:13][C:12]([NH:16][C:17](=[O:24])[CH2:18][C:19]([O:21]CC)=[O:20])=[C:11]([F:25])[CH:10]=2)[CH:5]=[CH:4][N:3]=1.C(OC1C=CC(NC2N=CN=C(OC3C=CC(NC(=O)CC(NC4C=CC(F)=CC=4)=O)=CC=3F)C=2)=CC=1)C1C=CC=CC=1. Given the product [NH2:1][C:2]1[CH:7]=[C:6]([O:8][C:9]2[C:14]([F:15])=[CH:13][C:12]([NH:16][C:17](=[O:24])[CH2:18][C:19]([OH:21])=[O:20])=[C:11]([F:25])[CH:10]=2)[CH:5]=[CH:4][N:3]=1, predict the reactants needed to synthesize it.